Dataset: Reaction yield outcomes from USPTO patents with 853,638 reactions. Task: Predict the reaction yield, written as a fraction of the theoretical maximum amount of product (1.0 means a 100% yield; for example, 0.34 means a 34% yield). (1) The reactants are C(C1C=C[C:10]2[C:9](=[O:13])[CH2:8][CH2:7][CH2:6][C:5]=2N=1)=C.C[N+:15]1([O-])[CH2:20][CH2:19][O:18][CH2:17][CH2:16]1.C1C[O:25][CH2:24]C1. The catalyst is C(OCC)(=O)C.[Os](=O)(=O)(=O)=O. The product is [OH:18][CH:19]([C:20]1[CH:6]=[CH:7][C:8]2[C:9](=[O:13])[CH2:10][CH2:5][CH2:17][C:16]=2[N:15]=1)[CH2:24][OH:25]. The yield is 0.470. (2) The reactants are [OH:1][C:2]1([C:12]2[CH:19]=[CH:18][C:15]([C:16]#[N:17])=[CH:14][CH:13]=2)[CH2:11][CH2:10][C:5]2(OCC[O:6]2)[CH2:4][CH2:3]1.C([O-])(O)=O.[Na+].C(OCC)(=O)C.CCCCCC. The catalyst is C1COCC1.Cl. The product is [OH:1][C:2]1([C:12]2[CH:13]=[CH:14][C:15]([C:16]#[N:17])=[CH:18][CH:19]=2)[CH2:3][CH2:4][C:5](=[O:6])[CH2:10][CH2:11]1. The yield is 0.950. (3) The catalyst is C(Cl)Cl. The product is [Br:1][C:2]1[CH:3]=[CH:4][C:5]([CH2:8][C:9]([NH:33][C:34]2[CH:38]=[C:37]([C:39]([CH3:42])([CH3:41])[CH3:40])[O:36][N:35]=2)=[O:11])=[CH:6][CH:7]=1. The reactants are [Br:1][C:2]1[CH:7]=[CH:6][C:5]([CH2:8][C:9]([OH:11])=O)=[CH:4][CH:3]=1.C1C=CC2N(O)N=NC=2C=1.CCN=C=NCCCN(C)C.[NH2:33][C:34]1[CH:38]=[C:37]([C:39]([CH3:42])([CH3:41])[CH3:40])[O:36][N:35]=1. The yield is 0.295.